From a dataset of Reaction yield outcomes from USPTO patents with 853,638 reactions. Predict the reaction yield, written as a fraction of the theoretical maximum amount of product (1.0 means a 100% yield; for example, 0.34 means a 34% yield). (1) The reactants are [Br:1][C:2]1[CH:11]=[C:10]2[C:5]([N:6]=[CH:7][C:8](Cl)=[N:9]2)=[CH:4][CH:3]=1.[N:13]1([C:19]([O:21][C:22]([CH3:25])([CH3:24])[CH3:23])=[O:20])[CH2:18][CH2:17][NH:16][CH2:15][CH2:14]1.C([O-])([O-])=O.[K+].[K+]. The catalyst is CC#N. The product is [Br:1][C:2]1[CH:11]=[C:10]2[C:5]([N:6]=[CH:7][C:8]([N:16]3[CH2:15][CH2:14][N:13]([C:19]([O:21][C:22]([CH3:25])([CH3:24])[CH3:23])=[O:20])[CH2:18][CH2:17]3)=[N:9]2)=[CH:4][CH:3]=1. The yield is 0.990. (2) The reactants are [N+:1]([C:4]1C=[CH:10][C:7](C=O)=[CH:6][CH:5]=1)([O-])=O.[NH:12]1[CH:16]=[CH:15][CH:14]=[CH:13]1.ClN1C(=O)CCC1=O.ClC1C(=O)C(C#N)=C(C#N)C(=O)C=1Cl.[B:39](F)([F:41])[F:40].CCOCC. No catalyst specified. The product is [B-:39]1([F:41])([F:40])[N+:1]2=[CH:4][CH:5]=[CH:6][C:7]2=[CH:10][C:16]2[N:12]1[CH:13]=[CH:14][CH:15]=2. The yield is 0.370. (3) The reactants are [Cl:1][C:2]1[N:10]=[CH:9][CH:8]=[CH:7][C:3]=1[C:4]([OH:6])=O.[CH3:11][Mg]Br. The catalyst is ClCCl. The product is [Cl:1][C:2]1[C:3]([C:4](=[O:6])[CH3:11])=[CH:7][CH:8]=[CH:9][N:10]=1. The yield is 0.530. (4) The reactants are [Cl:1][C:2]1[N:7]=[C:6](I)[N:5]=[C:4]([N:9]2[CH2:14][CH2:13][O:12][CH2:11][CH2:10]2)[CH:3]=1.[C:15]([O:19][C:20]([N:22]1[CH2:31][CH2:30][C:29]2[C:24](=[CH:25][CH:26]=[C:27]([NH2:32])[CH:28]=2)[CH2:23]1)=[O:21])([CH3:18])([CH3:17])[CH3:16].CC1(C)C2C(=C(P(C3C=CC=CC=3)C3C=CC=CC=3)C=CC=2)OC2C(P(C3C=CC=CC=3)C3C=CC=CC=3)=CC=CC1=2. The catalyst is O1CCOCC1.O.[Cl-].[Na+].O.C1C=CC(/C=C/C(/C=C/C2C=CC=CC=2)=O)=CC=1.C1C=CC(/C=C/C(/C=C/C2C=CC=CC=2)=O)=CC=1.C1C=CC(/C=C/C(/C=C/C2C=CC=CC=2)=O)=CC=1.[Pd].[Pd]. The product is [C:15]([O:19][C:20]([N:22]1[CH2:31][CH2:30][C:29]2[C:24](=[CH:25][CH:26]=[C:27]([NH:32][C:6]3[N:7]=[C:2]([Cl:1])[CH:3]=[C:4]([N:9]4[CH2:14][CH2:13][O:12][CH2:11][CH2:10]4)[N:5]=3)[CH:28]=2)[CH2:23]1)=[O:21])([CH3:18])([CH3:16])[CH3:17]. The yield is 0.360. (5) The reactants are [CH3:1][O:2][C:3]([CH:5]1[C:10](=[O:11])[CH2:9][CH2:8][N:7]([C:12]([O:14][C:15]([CH3:18])([CH3:17])[CH3:16])=[O:13])[CH2:6]1)=[O:4].[H-].[Na+].[CH3:21]I. The catalyst is O1CCCC1. The product is [CH3:1][O:2][C:3]([C:5]1([CH3:21])[C:10](=[O:11])[CH2:9][CH2:8][N:7]([C:12]([O:14][C:15]([CH3:18])([CH3:17])[CH3:16])=[O:13])[CH2:6]1)=[O:4]. The yield is 0.520. (6) The reactants are [Cl:1][C:2]1[C:11]2[C:6](=[CH:7][CH:8]=[CH:9][CH:10]=2)[CH:5]=[CH:4][C:3]=1[O:12][CH:13]([CH3:16])[CH2:14][NH2:15].[S:17]1[CH:21]=[CH:20][CH:19]=[C:18]1[CH:22]=O. No catalyst specified. The product is [Cl:1][C:2]1[C:11]2[C:6](=[CH:7][CH:8]=[CH:9][CH:10]=2)[CH:5]=[CH:4][C:3]=1[O:12][CH:13]([CH3:16])[CH2:14][NH:15][CH2:22][C:18]1[S:17][CH:21]=[CH:20][CH:19]=1. The yield is 0.810. (7) The reactants are C[O:2][C:3]([C:5]1([C:8]2[CH:9]=[CH:10][C:11]3[O:15][CH2:14][C:13]([CH3:17])([CH3:16])[C:12]=3[CH:18]=2)[CH2:7][CH2:6]1)=[O:4].[Li+].[OH-].Cl. The catalyst is CO. The product is [CH3:16][C:13]1([CH3:17])[C:12]2[CH:18]=[C:8]([C:5]3([C:3]([OH:4])=[O:2])[CH2:6][CH2:7]3)[CH:9]=[CH:10][C:11]=2[O:15][CH2:14]1. The yield is 0.410.